This data is from Peptide-MHC class II binding affinity with 134,281 pairs from IEDB. The task is: Regression. Given a peptide amino acid sequence and an MHC pseudo amino acid sequence, predict their binding affinity value. This is MHC class II binding data. (1) The peptide sequence is SVGSLGRYKDEKDVT. The MHC is HLA-DQA10201-DQB10202 with pseudo-sequence HLA-DQA10201-DQB10202. The binding affinity (normalized) is 0. (2) The MHC is DRB1_1501 with pseudo-sequence DRB1_1501. The binding affinity (normalized) is 0.631. The peptide sequence is TPFPHRKGVLFNIQYVNYWF. (3) The peptide sequence is TLWQRPVVTIKIGGQLKEAL. The MHC is HLA-DQA10401-DQB10402 with pseudo-sequence HLA-DQA10401-DQB10402. The binding affinity (normalized) is 0.